From a dataset of Reaction yield outcomes from USPTO patents with 853,638 reactions. Predict the reaction yield, written as a fraction of the theoretical maximum amount of product (1.0 means a 100% yield; for example, 0.34 means a 34% yield). (1) The product is [C:1]([O:5][C:6]([NH:8][C@@H:9]1[CH2:10][CH2:11][C@:12]([CH:17]([CH3:19])[CH3:18])([C:14]([OH:16])=[O:15])[CH2:13]1)=[O:7])([CH3:4])([CH3:3])[CH3:2]. The reactants are [C:1]([O:5][C:6]([NH:8][C@H:9]1[CH2:13][C@@:12]([CH:17]([CH3:19])[CH3:18])([C:14]([OH:16])=[O:15])[CH:11]=[CH:10]1)=[O:7])([CH3:4])([CH3:3])[CH3:2]. The yield is 0.960. The catalyst is C(O)C.[Pd]. (2) The reactants are Br[CH2:2][CH2:3][CH2:4][O:5][C:6]1[CH:14]=[C:13]2[C:9]([CH:10]=[N:11][NH:12]2)=[CH:8][CH:7]=1.[Na+].[I-].Cl.[Cl:18][C:19]1[C:24]([Cl:25])=[CH:23][CH:22]=[CH:21][C:20]=1[N:26]1[CH2:31][CH2:30][NH:29][CH2:28][CH2:27]1.C([O-])([O-])=O.[K+].[K+]. The catalyst is CC#N. The product is [Cl:18][C:19]1[C:24]([Cl:25])=[CH:23][CH:22]=[CH:21][C:20]=1[N:26]1[CH2:31][CH2:30][N:29]([CH2:2][CH2:3][CH2:4][O:5][C:6]2[CH:14]=[C:13]3[C:9]([CH:10]=[N:11][NH:12]3)=[CH:8][CH:7]=2)[CH2:28][CH2:27]1. The yield is 0.710. (3) The reactants are CS(O[CH2:6][CH2:7][NH:8][C:9]1[C:13]([C:14]2[N:18]([CH2:19][C:20]3[O:21][CH:22]=[C:23]([Br:25])[CH:24]=3)[C:17](=[O:26])[O:16][N:15]=2)=[N:12][O:11][N:10]=1)(=O)=O.[N-:27]=[N+:28]=[N-:29].[Na+].O. The catalyst is CN(C)C=O. The product is [N:27]([CH2:6][CH2:7][NH:8][C:9]1[C:13]([C:14]2[N:18]([CH2:19][C:20]3[O:21][CH:22]=[C:23]([Br:25])[CH:24]=3)[C:17](=[O:26])[O:16][N:15]=2)=[N:12][O:11][N:10]=1)=[N+:28]=[N-:29]. The yield is 0.960. (4) The reactants are [CH2:1]([O:3][C:4]([N:6]1[CH2:11][CH2:10][CH:9]([C:12]2[C:20]3[C:15](=[CH:16][C:17]([F:21])=[CH:18][CH:19]=3)[NH:14][CH:13]=2)[CH2:8][CH2:7]1)=[O:5])[CH3:2].Br[CH2:23][C:24]1[CH:28]=[CH:27][S:26][CH:25]=1. The catalyst is C(OCC)C. The product is [CH2:1]([O:3][C:4]([N:6]1[CH2:11][CH2:10][CH:9]([C:12]2[C:20]3[C:15](=[CH:16][C:17]([F:21])=[CH:18][CH:19]=3)[N:14]([CH2:23][C:24]3[CH:28]=[CH:27][S:26][CH:25]=3)[CH:13]=2)[CH2:8][CH2:7]1)=[O:5])[CH3:2]. The yield is 1.00. (5) The reactants are N1C2C(=CC=CC=2)C(C2CCC(=O)CC2)=C1.O1[C:21]2([CH2:26][CH2:25][CH:24]([C:27]3[C:35]4[C:30](=[CH:31][CH:32]=[CH:33][CH:34]=4)[NH:29][C:28]=3[CH3:36])[CH2:23][CH2:22]2)[O:20]CC1. No catalyst specified. The product is [CH3:36][C:28]1[NH:29][C:30]2[C:35]([C:27]=1[CH:24]1[CH2:25][CH2:26][C:21](=[O:20])[CH2:22][CH2:23]1)=[CH:34][CH:33]=[CH:32][CH:31]=2. The yield is 0.880. (6) The reactants are [Si]([O:8][CH:9]1[C:17]2[C:12](=[CH:13][C:14]([C:18]3[S:19][CH:20]=[CH:21][N:22]=3)=[CH:15][CH:16]=2)[CH2:11][CH2:10]1)(C(C)(C)C)(C)C.[F-].C([N+](CCCC)(CCCC)CCCC)CCC. The catalyst is O1CCCC1. The product is [S:19]1[CH:20]=[CH:21][N:22]=[C:18]1[C:14]1[CH:13]=[C:12]2[C:17](=[CH:16][CH:15]=1)[CH:9]([OH:8])[CH2:10][CH2:11]2. The yield is 0.990.